From a dataset of Forward reaction prediction with 1.9M reactions from USPTO patents (1976-2016). Predict the product of the given reaction. Given the reactants CO[C:3](=[O:28])[CH:4]([N:8]1[C:14](=[O:15])[CH2:13][CH2:12][N:11]([C:16](=[O:27])/[CH:17]=[CH:18]/[C:19]2[CH:24]=[CH:23][C:22]([Cl:25])=[C:21]([Cl:26])[CH:20]=2)[CH2:10][CH2:9]1)[CH2:5][CH2:6][OH:7].ClC1C=C(/C=C/[C:39]([N:41]2CCC(=O)N(C3CCOC3=O)C[CH2:42]2)=O)C=CC=1Cl.CNC, predict the reaction product. The product is: [Cl:26][C:21]1[CH:20]=[C:19](/[CH:18]=[CH:17]/[C:16]([N:11]2[CH2:12][CH2:13][C:14](=[O:15])[N:8]([CH:4]([CH2:5][CH2:6][OH:7])[C:3]([N:41]([CH3:42])[CH3:39])=[O:28])[CH2:9][CH2:10]2)=[O:27])[CH:24]=[CH:23][C:22]=1[Cl:25].